From a dataset of Reaction yield outcomes from USPTO patents with 853,638 reactions. Predict the reaction yield, written as a fraction of the theoretical maximum amount of product (1.0 means a 100% yield; for example, 0.34 means a 34% yield). (1) The yield is 0.0950. The catalyst is CN(C=O)C. The product is [CH:38]1([CH2:37][N:42]([CH2:60][C:59]([F:68])([F:67])[F:58])[C:15]([C:12]2[O:13][CH:14]=[C:10]([C:4]3[C:5]4[CH:9]=[CH:8][NH:7][C:6]=4[N:1]=[CH:2][N:3]=3)[CH:11]=2)=[O:17])[CH2:39][CH2:40]1. The reactants are [N:1]1[C:6]2[NH:7][CH:8]=[CH:9][C:5]=2[C:4]([C:10]2[CH:11]=[C:12]([C:15]([OH:17])=O)[O:13][CH:14]=2)=[N:3][CH:2]=1.C1CN([P+](ON2N=[N:42][C:37]3[CH:38]=[CH:39][CH:40]=CC2=3)(N2CCCC2)N2CCCC2)CC1.F[P-](F)(F)(F)(F)F.CN1CCOCC1.[F:58][C:59]([F:68])([F:67])[CH2:60]NCCC1CC1. (2) The catalyst is FC(F)(F)C(O)=O. The reactants are CC1(C)[O:38][C@H:5]2[O:6][C@H:7]([CH2:15][N:16]3[C:24]4[C:19](=[CH:20][CH:21]=[CH:22][CH:23]=4)[C:18]4([C:36]5[C:27](=[CH:28][C:29]6[O:34][CH2:33][CH2:32][O:31][C:30]=6[CH:35]=5)[O:26][CH2:25]4)[C:17]3=[O:37])[C@@H:8]3[O:12]C(C)(C)[O:10][C@@H:9]3[C@H:4]2[O:3]1. The yield is 0.0700. The product is [O:37]=[C:17]1[C:18]2([C:36]3[C:27](=[CH:28][C:29]4[O:34][CH2:33][CH2:32][O:31][C:30]=4[CH:35]=3)[O:26][CH2:25]2)[C:19]2[C:24](=[CH:23][CH:22]=[CH:21][CH:20]=2)[N:16]1[CH2:15][C@H:7]1[O:6][CH:5]([OH:38])[C@H:4]([OH:3])[C@@H:9]([OH:10])[C@H:8]1[OH:12]. (3) The reactants are [CH3:1][C:2]1[N:7]=[C:6]([S:8][CH2:9][CH2:10][OH:11])[CH:5]=[CH:4][C:3]=1[N+:12]([O-:14])=[O:13].N1C=CN=C1.[C:20]([Si:24](Cl)([CH3:26])[CH3:25])([CH3:23])([CH3:22])[CH3:21]. The catalyst is CN(C=O)C. The product is [C:20]([Si:24]([CH3:26])([CH3:25])[O:11][CH2:10][CH2:9][S:8][C:6]1[N:7]=[C:2]([CH3:1])[C:3]([N+:12]([O-:14])=[O:13])=[CH:4][CH:5]=1)([CH3:23])([CH3:22])[CH3:21]. The yield is 0.480. (4) The reactants are [Cl:1][C:2]1[C:6]([Cl:7])=[C:5]([CH3:8])[NH:4][C:3]=1[C:9]([OH:11])=O.ClC1C=C(C([NH:21][C@H:22]2[CH2:27][CH2:26][N:25]([C:28]([O:30][CH2:31][CH3:32])=[O:29])[CH2:24][C@H:23]2[O:33][CH2:34][CH2:35][CH3:36])=O)NC=1C.ON1C2C=CC=CC=2N=N1.CN1CCOCC1.Cl.C(N=C=NCCCN(C)C)C. The catalyst is ClCCl. The product is [Cl:1][C:2]1[C:6]([Cl:7])=[C:5]([CH3:8])[NH:4][C:3]=1[C:9]([NH:21][C@@H:22]1[CH2:27][CH2:26][N:25]([C:28]([O:30][CH2:31][CH3:32])=[O:29])[CH2:24][C@@H:23]1[O:33][CH2:34][CH2:35][CH3:36])=[O:11]. The yield is 0.891.